From a dataset of Forward reaction prediction with 1.9M reactions from USPTO patents (1976-2016). Predict the product of the given reaction. Given the reactants [CH3:1][CH:2]1[C:7]2=[N:8][CH:9]=[CH:10][N:11]=[C:6]2[CH:5]([CH3:12])[CH:4]([C:13]([O:15][CH2:16][CH3:17])=[O:14])[NH:3]1.[CH3:18][O:19][C:20]1[CH:25]=[CH:24][C:23]([S:26](Cl)(=[O:28])=[O:27])=[CH:22][CH:21]=1.C(N(CC)CC)C.C(O)(=O)CC(CC(O)=O)(C(O)=O)O, predict the reaction product. The product is: [CH3:18][O:19][C:20]1[CH:21]=[CH:22][C:23]([S:26]([N:3]2[CH:4]([C:13]([O:15][CH2:16][CH3:17])=[O:14])[CH:5]([CH3:12])[C:6]3[C:7](=[N:8][CH:9]=[CH:10][N:11]=3)[CH:2]2[CH3:1])(=[O:28])=[O:27])=[CH:24][CH:25]=1.